Dataset: Catalyst prediction with 721,799 reactions and 888 catalyst types from USPTO. Task: Predict which catalyst facilitates the given reaction. (1) Reactant: [F:1][C:2]([F:14])([F:13])[CH2:3][O:4][C:5]1[N:6]=[CH:7][C:8]([CH:11]=O)=[N:9][CH:10]=1.[CH3:15][C:16]([S@:19]([NH2:21])=[O:20])([CH3:18])[CH3:17]. Product: [CH3:15][C:16]([S:19]([N:21]=[CH:11][C:8]1[CH:7]=[N:6][C:5]([O:4][CH2:3][C:2]([F:14])([F:13])[F:1])=[CH:10][N:9]=1)=[O:20])([CH3:18])[CH3:17]. The catalyst class is: 220. (2) Reactant: [CH2:1]([C:13]1[CH:18]=[CH:17][C:16]([S:19](Cl)(=[O:21])=[O:20])=[CH:15][CH:14]=1)[CH2:2][CH2:3][CH2:4][CH2:5][CH2:6][CH2:7][CH2:8][CH2:9][CH2:10][CH2:11][CH3:12].[NH2:23][C:24]1[S:28][C:27]([C:29]([O:31][CH2:32][CH3:33])=[O:30])=[N:26][N:25]=1.Cl. Product: [CH2:1]([C:13]1[CH:18]=[CH:17][C:16]([S:19]([NH:23][C:24]2[S:28][C:27]([C:29]([O:31][CH2:32][CH3:33])=[O:30])=[N:26][N:25]=2)(=[O:21])=[O:20])=[CH:15][CH:14]=1)[CH2:2][CH2:3][CH2:4][CH2:5][CH2:6][CH2:7][CH2:8][CH2:9][CH2:10][CH2:11][CH3:12]. The catalyst class is: 17. (3) Reactant: CC1(C)C(C)(C)OB([C:9]2[CH:14]=[CH:13][CH:12]=[CH:11][C:10]=2[OH:15])O1.Cl[C:18]1[CH:23]=[C:22]([N:24]2[CH2:29][CH2:28][N:27]([C:30]([O:32][CH2:33][CH:34]([CH3:36])[CH3:35])=[O:31])[CH2:26][CH2:25]2)[CH:21]=[CH:20][N:19]=1.C([O-])([O-])=O.[K+].[K+].CC#N. Product: [OH:15][C:10]1[CH:11]=[CH:12][CH:13]=[CH:14][C:9]=1[C:18]1[CH:23]=[C:22]([N:24]2[CH2:29][CH2:28][N:27]([C:30]([O:32][CH2:33][CH:34]([CH3:36])[CH3:35])=[O:31])[CH2:26][CH2:25]2)[CH:21]=[CH:20][N:19]=1. The catalyst class is: 103. (4) Reactant: [Br:1]Br.[NH2:3][C:4]1[C:13]([N+:14]([O-:16])=[O:15])=[C:12]2[C:7]([C:8]([CH3:20])([CH3:19])[C:9](=O)[NH:10][C:11]2=O)=[CH:6][CH:5]=1. Product: [NH2:3][C:4]1[C:13]([N+:14]([O-:16])=[O:15])=[C:12]2[C:7]([C:8]([CH3:20])([CH3:19])[CH2:9][N:10]=[CH:11]2)=[CH:6][C:5]=1[Br:1]. The catalyst class is: 52.